This data is from Reaction yield outcomes from USPTO patents with 853,638 reactions. The task is: Predict the reaction yield, written as a fraction of the theoretical maximum amount of product (1.0 means a 100% yield; for example, 0.34 means a 34% yield). The yield is 0.730. The reactants are C([O:5][C:6](=[O:47])[CH2:7][CH2:8][C:9]1[CH:14]=[CH:13][C:12]([O:15][CH2:16][CH2:17][C:18]2[N:19]=[C:20]([C:24]3[CH:29]=[CH:28][C:27]([C:30]4[CH:35]=[CH:34][CH:33]=[CH:32][CH:31]=4)=[CH:26][CH:25]=3)[O:21][C:22]=2[CH3:23])=[CH:11][C:10]=1[CH2:36][NH:37][C:38]([C:40]1[CH:44]=[C:43]([Cl:45])[S:42][C:41]=1[Cl:46])=[O:39])(C)(C)C.C1(OC)C=CC=CC=1.C(O)(C(F)(F)F)=O. The catalyst is C(Cl)Cl. The product is [C:27]1([C:30]2[CH:35]=[CH:34][CH:33]=[CH:32][CH:31]=2)[CH:28]=[CH:29][C:24]([C:20]2[O:21][C:22]([CH3:23])=[C:18]([CH2:17][CH2:16][O:15][C:12]3[CH:13]=[CH:14][C:9]([CH2:8][CH2:7][C:6]([OH:47])=[O:5])=[C:10]([CH2:36][NH:37][C:38]([C:40]4[CH:44]=[C:43]([Cl:45])[S:42][C:41]=4[Cl:46])=[O:39])[CH:11]=3)[N:19]=2)=[CH:25][CH:26]=1.